From a dataset of Reaction yield outcomes from USPTO patents with 853,638 reactions. Predict the reaction yield, written as a fraction of the theoretical maximum amount of product (1.0 means a 100% yield; for example, 0.34 means a 34% yield). (1) The reactants are [CH2:1]([P:10](=[O:17])([O:14][CH2:15][CH3:16])[O:11][CH2:12][CH3:13])P(=O)(OCC)OCC.[H-].[Na+].[N:20]1[CH:25]=[CH:24][CH:23]=[CH:22][C:21]=1[CH:26]=O.O. The catalyst is O1CCCC1. The product is [N:20]1[CH:25]=[CH:24][CH:23]=[CH:22][C:21]=1/[CH:26]=[CH:1]/[P:10](=[O:17])([O:11][CH2:12][CH3:13])[O:14][CH2:15][CH3:16]. The yield is 0.940. (2) The reactants are C(NC(C)C)(C)C.CCCCCC.C([Li])CCC.[F:19][C:20]1[CH:25]=[CH:24][CH:23]=[CH:22][N:21]=1.[F:26][C:27]1([F:51])[CH:31]([O:32][S:33]([C:36]2[CH:41]=[CH:40][C:39]([CH3:42])=[CH:38][CH:37]=2)(=[O:35])=[O:34])[CH2:30][N:29](C(OC(C)(C)C)=O)[C:28]1=O. The catalyst is O1CCCC1.O. The product is [CH3:42][C:39]1[CH:38]=[CH:37][C:36]([S:33]([O:32][CH:31]2[C:27]([F:51])([F:26])[C:28]([C:25]3[C:20]([F:19])=[N:21][CH:22]=[CH:23][CH:24]=3)=[N:29][CH2:30]2)(=[O:35])=[O:34])=[CH:41][CH:40]=1. The yield is 0.510. (3) The reactants are [CH3:1][O:2][C:3]1[CH:4]=[C:5]([CH:9]=[CH:10][C:11]=1[N+:12]([O-:14])=[O:13])[C:6](Cl)=[O:7].[CH2:15]([N:22]1[CH2:26][CH2:25][C@H:24]([OH:27])[CH2:23]1)[C:16]1[CH:21]=[CH:20][CH:19]=[CH:18][CH:17]=1.N1C=CC=CC=1. The catalyst is C(Cl)Cl.C([O-])(O)=O.[Na+]. The product is [CH2:15]([N:22]1[CH2:26][CH2:25][C@H:24]([O:27][C:6](=[O:7])[C:5]2[CH:9]=[CH:10][C:11]([N+:12]([O-:14])=[O:13])=[C:3]([O:2][CH3:1])[CH:4]=2)[CH2:23]1)[C:16]1[CH:17]=[CH:18][CH:19]=[CH:20][CH:21]=1. The yield is 0.710.